From a dataset of Catalyst prediction with 721,799 reactions and 888 catalyst types from USPTO. Predict which catalyst facilitates the given reaction. (1) Reactant: [N:1]1([CH:5]2[CH:14]([CH2:15][C:16]3[CH:21]=[CH:20][CH:19]=[CH:18][CH:17]=3)[C:13]3[CH:12]=[C:11]([C:22]#[N:23])[CH:10]=[CH:9][C:8]=3[CH2:7][CH2:6]2)[CH2:4][CH2:3][CH2:2]1.ClCCl. Product: [N:1]1([CH:5]2[CH:14]([CH2:15][C:16]3[CH:17]=[CH:18][CH:19]=[CH:20][CH:21]=3)[C:13]3[CH:12]=[C:11]([CH2:22][NH2:23])[CH:10]=[CH:9][C:8]=3[CH2:7][CH2:6]2)[CH2:4][CH2:3][CH2:2]1. The catalyst class is: 94. (2) Reactant: [N:1]1[CH:6]=[CH:5][CH:4]=[CH:3][C:2]=1[C:7]1[CH:15]=[CH:14][CH:13]=[C:12]2[C:8]=1[CH2:9][C:10](=[O:16])[NH:11]2.[CH2:17]([O:19][C:20]([C:22]1[C:26]([CH2:27][CH2:28][CH2:29][N:30]2[CH2:35][CH2:34][N:33]([CH3:36])[CH2:32][CH2:31]2)=[C:25]([CH:37]=O)[NH:24][C:23]=1[CH3:39])=[O:21])[CH3:18].N1CCCCC1. Product: [CH2:17]([O:19][C:20]([C:22]1[C:26]([CH2:27][CH2:28][CH2:29][N:30]2[CH2:35][CH2:34][N:33]([CH3:36])[CH2:32][CH2:31]2)=[C:25]([CH:37]=[C:9]2[C:8]3[C:12](=[CH:13][CH:14]=[CH:15][C:7]=3[C:2]3[CH:3]=[CH:4][CH:5]=[CH:6][N:1]=3)[NH:11][C:10]2=[O:16])[NH:24][C:23]=1[CH3:39])=[O:21])[CH3:18]. The catalyst class is: 8.